This data is from Forward reaction prediction with 1.9M reactions from USPTO patents (1976-2016). The task is: Predict the product of the given reaction. (1) Given the reactants [Si]([O:8][C@H:9]1[CH2:14][CH2:13][C@H:12]([N:15]2[C:19]([CH3:20])=[C:18]([C:21]3[CH:22]=[C:23]4[C:29]([CH:30]([C:51]5[C:56]([Cl:57])=[CH:55][CH:54]=[C:53]([F:58])[C:52]=5[Cl:59])[C:31]([F:50])(S(C5C=CC=CC=5)(=O)=O)S(C5C=CC=CC=5)(=O)=O)=[CH:28][NH:27][C:24]4=[N:25][CH:26]=3)[CH:17]=[N:16]2)[CH2:11][CH2:10]1)(C(C)(C)C)(C)C.P([O-])([O-])(O)=O.[Na+].[Na+].CO.Cl.C([O-])(O)=O.[Na+], predict the reaction product. The product is: [Cl:59][C:52]1[C:53]([F:58])=[CH:54][CH:55]=[C:56]([Cl:57])[C:51]=1[CH:30]([C:29]1[C:23]2[C:24](=[N:25][CH:26]=[C:21]([C:18]3[CH:17]=[N:16][N:15]([C@H:12]4[CH2:13][CH2:14][C@H:9]([OH:8])[CH2:10][CH2:11]4)[C:19]=3[CH3:20])[CH:22]=2)[NH:27][CH:28]=1)[CH2:31][F:50]. (2) Given the reactants C([O:4][C:5]1[CH:36]=[CH:35][C:8]([C:9]([O:11][CH2:12][C:13]2[C:22]([C:23]3[CH:28]=[CH:27][C:26]([F:29])=[CH:25][C:24]=3[O:30][CH3:31])=[CH:21][CH:20]=[C:19]3[C:14]=2[C:15]([CH3:34])=[CH:16][C:17]([CH3:33])([CH3:32])[NH:18]3)=[O:10])=[CH:7][CH:6]=1)(=O)C.C(=O)([O-])[O-].[K+].[K+], predict the reaction product. The product is: [F:29][C:26]1[CH:27]=[CH:28][C:23]([C:22]2[C:13]([CH2:12][O:11][C:9](=[O:10])[C:8]3[CH:7]=[CH:6][C:5]([OH:4])=[CH:36][CH:35]=3)=[C:14]3[C:19](=[CH:20][CH:21]=2)[NH:18][C:17]([CH3:32])([CH3:33])[CH:16]=[C:15]3[CH3:34])=[C:24]([O:30][CH3:31])[CH:25]=1. (3) Given the reactants [CH:1]1([N:4]2[CH2:9][CH2:8][N:7]([C:10]3[S:11][C:12]4[CH:18]=[C:17]([NH:19]C(=O)C)[CH:16]=[CH:15][C:13]=4[N:14]=3)[CH2:6][CH2:5]2)[CH2:3][CH2:2]1.Cl.[OH-].[Na+], predict the reaction product. The product is: [CH:1]1([N:4]2[CH2:5][CH2:6][N:7]([C:10]3[S:11][C:12]4[CH:18]=[C:17]([NH2:19])[CH:16]=[CH:15][C:13]=4[N:14]=3)[CH2:8][CH2:9]2)[CH2:3][CH2:2]1. (4) Given the reactants C([O:8][C:9]1[CH:14]=[CH:13][C:12]([C:15]2[C:24]3[C:23](=[O:25])[NH:22][C:21]4[CH:26]=[C:27]([N:30]5[CH2:35][CH2:34][NH:33][CH2:32][CH2:31]5)[CH:28]=[CH:29][C:20]=4[C:19]=3[C:18]3[C:36]([CH3:48])=[N:37][N:38](CC4C=CC(OC)=CC=4)[C:17]=3[N:16]=2)=[CH:11][C:10]=1[C:49]([F:52])([F:51])[F:50])C1C=CC=CC=1.C(OC(C)C)(C)C.[ClH:60].O1CCOCC1, predict the reaction product. The product is: [ClH:60].[OH:8][C:9]1[CH:14]=[CH:13][C:12]([C:15]2[C:24]3[C:23](=[O:25])[NH:22][C:21]4[CH:26]=[C:27]([N:30]5[CH2:31][CH2:32][NH:33][CH2:34][CH2:35]5)[CH:28]=[CH:29][C:20]=4[C:19]=3[C:18]3[C:36]([CH3:48])=[N:37][NH:38][C:17]=3[N:16]=2)=[CH:11][C:10]=1[C:49]([F:52])([F:51])[F:50]. (5) Given the reactants C[C@@H:2]1[C@@H:16]2[C:11](=[C:12]([OH:31])[C@:13]3(O)C(=O)C(C(N)=O)=C(O)[C@@H](N(C)C)[C@@H:14]3[C@H:15]2O)C(=O)C2C(O)=[CH:6][CH:5]=[CH:4][C:3]1=2.[CH2:33]1N(CCO)CCN(CCS(O)(=O)=O)C1.[OH-].[K+].[Cl-].[K+].[Mg+2].[Cl-].[Cl-].C(N(CC(O)=O)CC(O)=O)CN(CC(O)=O)CC(O)=O.C(N(CC(O)=O)CC(O)=O)COCCOCCN(CC(O)=O)CC(O)=O.SC[C@H]([C@@H](CS)O)O.C(O)[C@H]1O[C@H](O[C@:117]2([CH2:126]O)O[C@H:120]([CH2:122]O)[C@@H:119]([OH:124])[C@@H:118]2[OH:125])[C@H](O)[C@@H](O)[C@@H]1O, predict the reaction product. The product is: [CH3:33][C@@:117]12[C@@H:118]([OH:125])[C@H:119]([OH:124])[CH2:120][C@H:122]1[C@@H:4]1[CH2:3][CH2:2][C:16]3[CH:11]=[C:12]([OH:31])[CH:13]=[CH:14][C:15]=3[C@H:5]1[CH2:6][CH2:126]2. (6) Given the reactants [NH2:1][C:2]1[C:7]([NH2:8])=[CH:6][C:5]([CH3:9])=[CH:4][N:3]=1.[CH2:10]([O:12][C:13](=[O:19])[CH2:14][C:15]([CH2:17]Cl)=O)[CH3:11], predict the reaction product. The product is: [NH2:8][C:7]1[C:2]2[N:3]([C:14]([C:13]([O:12][CH2:10][CH3:11])=[O:19])=[C:15]([CH3:17])[N:1]=2)[CH:4]=[C:5]([CH3:9])[CH:6]=1. (7) The product is: [F:1][C:2]1[CH:3]=[C:4]([C:8]2([CH2:14][N:17]([CH3:18])[CH3:16])[CH2:13][CH2:12][CH2:11][CH2:10][CH2:9]2)[CH:5]=[CH:6][CH:7]=1. Given the reactants [F:1][C:2]1[CH:3]=[C:4]([C:8]2([CH:14]=O)[CH2:13][CH2:12][CH2:11][CH2:10][CH2:9]2)[CH:5]=[CH:6][CH:7]=1.[CH3:16][NH:17][CH3:18], predict the reaction product.